The task is: Regression. Given two drug SMILES strings and cell line genomic features, predict the synergy score measuring deviation from expected non-interaction effect.. This data is from Merck oncology drug combination screen with 23,052 pairs across 39 cell lines. (1) Drug 1: CCN(CC)CCNC(=O)c1c(C)[nH]c(C=C2C(=O)Nc3ccc(F)cc32)c1C. Drug 2: COC1=C2CC(C)CC(OC)C(O)C(C)C=C(C)C(OC(N)=O)C(OC)C=CC=C(C)C(=O)NC(=CC1=O)C2=O. Cell line: NCIH2122. Synergy scores: synergy=-0.294. (2) Drug 1: CCC1(O)CC2CN(CCc3c([nH]c4ccccc34)C(C(=O)OC)(c3cc4c(cc3OC)N(C)C3C(O)(C(=O)OC)C(OC(C)=O)C5(CC)C=CCN6CCC43C65)C2)C1. Drug 2: COC1CC2CCC(C)C(O)(O2)C(=O)C(=O)N2CCCCC2C(=O)OC(C(C)CC2CCC(OP(C)(C)=O)C(OC)C2)CC(=O)C(C)C=C(C)C(O)C(OC)C(=O)C(C)CC(C)C=CC=CC=C1C. Cell line: KPL1. Synergy scores: synergy=58.5. (3) Drug 1: CN1C(=O)C=CC2(C)C3CCC4(C)C(NC(=O)OCC(F)(F)F)CCC4C3CCC12. Drug 2: O=C(O)C1(Cc2cccc(Nc3nccs3)n2)CCC(Oc2cccc(Cl)c2F)CC1. Cell line: T47D. Synergy scores: synergy=14.1. (4) Cell line: ZR751. Drug 2: CCN(CC)CCNC(=O)c1c(C)[nH]c(C=C2C(=O)Nc3ccc(F)cc32)c1C. Synergy scores: synergy=-10.5. Drug 1: O=C(CCCCCCC(=O)Nc1ccccc1)NO. (5) Drug 1: CCC1=CC2CN(C1)Cc1c([nH]c3ccccc13)C(C(=O)OC)(c1cc3c(cc1OC)N(C)C1C(O)(C(=O)OC)C(OC(C)=O)C4(CC)C=CCN5CCC31C54)C2. Drug 2: CS(=O)(=O)CCNCc1ccc(-c2ccc3ncnc(Nc4ccc(OCc5cccc(F)c5)c(Cl)c4)c3c2)o1. Cell line: RKO. Synergy scores: synergy=-5.78. (6) Drug 1: CN1C(=O)C=CC2(C)C3CCC4(C)C(NC(=O)OCC(F)(F)F)CCC4C3CCC12. Drug 2: CS(=O)(=O)CCNCc1ccc(-c2ccc3ncnc(Nc4ccc(OCc5cccc(F)c5)c(Cl)c4)c3c2)o1. Cell line: VCAP. Synergy scores: synergy=37.2. (7) Drug 1: COc1cc(C2c3cc4c(cc3C(OC3OC5COC(C)OC5C(O)C3O)C3COC(=O)C23)OCO4)cc(OC)c1O. Drug 2: COC1CC2CCC(C)C(O)(O2)C(=O)C(=O)N2CCCCC2C(=O)OC(C(C)CC2CCC(OP(C)(C)=O)C(OC)C2)CC(=O)C(C)C=C(C)C(O)C(OC)C(=O)C(C)CC(C)C=CC=CC=C1C. Cell line: SW837. Synergy scores: synergy=33.8. (8) Drug 1: CC1CC2C3CCC4=CC(=O)C=CC4(C)C3(F)C(O)CC2(C)C1(O)C(=O)CO. Drug 2: Cc1nc(Nc2ncc(C(=O)Nc3c(C)cccc3Cl)s2)cc(N2CCN(CCO)CC2)n1. Cell line: OVCAR3. Synergy scores: synergy=48.0. (9) Drug 1: O=S1(=O)NC2(CN1CC(F)(F)F)C1CCC2Cc2cc(C=CCN3CCC(C(F)(F)F)CC3)ccc2C1. Drug 2: CC(C)CC(NC(=O)C(Cc1ccccc1)NC(=O)c1cnccn1)B(O)O. Cell line: RKO. Synergy scores: synergy=-8.05.